Task: Predict the reaction yield, written as a fraction of the theoretical maximum amount of product (1.0 means a 100% yield; for example, 0.34 means a 34% yield).. Dataset: Reaction yield outcomes from USPTO patents with 853,638 reactions (1) The reactants are Br[C:2]1[CH:3]=[C:4]([NH:8][C:9]([N:11]2[CH2:16][CH2:15][N:14]([C:17](=[O:25])[C:18]3[CH:23]=[CH:22][CH:21]=[C:20]([F:24])[CH:19]=3)[CH2:13][CH2:12]2)=[O:10])[CH:5]=[CH:6][CH:7]=1.CC([O-])(C)C.[Na+].[C:32]1([NH2:38])[CH:37]=[CH:36][CH:35]=[CH:34][CH:33]=1.C1(P(C2CCCCC2)C2C=CC=CC=2C2C=CC=CC=2N(C)C)CCCCC1. The catalyst is C1C=CC(/C=C/C(/C=C/C2C=CC=CC=2)=O)=CC=1.C1C=CC(/C=C/C(/C=C/C2C=CC=CC=2)=O)=CC=1.C1C=CC(/C=C/C(/C=C/C2C=CC=CC=2)=O)=CC=1.[Pd].[Pd].O1CCOCC1. The product is [C:32]1([NH:38][C:2]2[CH:3]=[C:4]([NH:8][C:9]([N:11]3[CH2:16][CH2:15][N:14]([C:17](=[O:25])[C:18]4[CH:23]=[CH:22][CH:21]=[C:20]([F:24])[CH:19]=4)[CH2:13][CH2:12]3)=[O:10])[CH:5]=[CH:6][CH:7]=2)[CH:37]=[CH:36][CH:35]=[CH:34][CH:33]=1. The yield is 0.0100. (2) The reactants are [CH3:1][C:2]1[CH:10]=[C:9]([CH3:11])[C:8]([C:12]2[NH:16][C:15]3[CH2:17][O:18][CH:19]([CH3:21])[CH2:20][C:14]=3[N:13]=2)=[CH:7][C:3]=1[C:4]([OH:6])=O.CCN=C=NCCCN(C)C.Cl.Cl.[NH:35]1[CH2:40][CH2:39][CH:38]([C:41]2[CH:48]=[CH:47][C:44]([C:45]#[N:46])=[CH:43][CH:42]=2)[CH2:37][CH2:36]1. The catalyst is CN(C)C=O.CN(C)C1C=CN=CC=1. The product is [CH3:1][C:2]1[CH:10]=[C:9]([CH3:11])[C:8]([C:12]2[NH:16][C:15]3[CH2:17][O:18][CH:19]([CH3:21])[CH2:20][C:14]=3[N:13]=2)=[CH:7][C:3]=1[C:4]([N:35]1[CH2:40][CH2:39][CH:38]([C:41]2[CH:48]=[CH:47][C:44]([C:45]#[N:46])=[CH:43][CH:42]=2)[CH2:37][CH2:36]1)=[O:6]. The yield is 0.100.